Task: Predict the reactants needed to synthesize the given product.. Dataset: Full USPTO retrosynthesis dataset with 1.9M reactions from patents (1976-2016) (1) Given the product [CH2:1]([N:8]1[CH2:19][CH2:18][C:11]2[N:12]=[C:13]([Cl:17])[N:14]=[C:15]([O:21][CH3:20])[C:10]=2[CH2:9]1)[C:2]1[CH:7]=[CH:6][CH:5]=[CH:4][CH:3]=1, predict the reactants needed to synthesize it. The reactants are: [CH2:1]([N:8]1[CH2:19][CH2:18][C:11]2[N:12]=[C:13]([Cl:17])[N:14]=[C:15](Cl)[C:10]=2[CH2:9]1)[C:2]1[CH:7]=[CH:6][CH:5]=[CH:4][CH:3]=1.[CH3:20][O-:21].[Na+]. (2) Given the product [OH:2][C:3]1[CH:4]=[C:5]([NH:46][S:47]([CH3:50])(=[O:48])=[O:49])[CH:6]=[CH:7][C:8]=1[C:9]1[C:17]2[C:16]([NH:18][C@H:19]([C:21]3[N:26]([C:27]4[CH:28]=[CH:29][CH:30]=[CH:31][CH:32]=4)[C:25](=[O:33])[C:24]4=[C:34]([CH3:37])[CH:35]=[CH:36][N:23]4[N:22]=3)[CH3:20])=[N:15][CH:14]=[N:13][C:12]=2[NH:11][CH:10]=1, predict the reactants needed to synthesize it. The reactants are: C[O:2][C:3]1[CH:4]=[C:5]([NH:46][S:47]([CH3:50])(=[O:49])=[O:48])[CH:6]=[CH:7][C:8]=1[C:9]1[C:17]2[C:16]([NH:18][C@H:19]([C:21]3[N:26]([C:27]4[CH:32]=[CH:31][CH:30]=[CH:29][CH:28]=4)[C:25](=[O:33])[C:24]4=[C:34]([CH3:37])[CH:35]=[CH:36][N:23]4[N:22]=3)[CH3:20])=[N:15][CH:14]=[N:13][C:12]=2[N:11](COCC[Si](C)(C)C)[CH:10]=1.B(Br)(Br)Br.N. (3) Given the product [NH2:20][CH2:19][CH2:18][C:15]1[CH:16]=[CH:17][C:12]([S:9]([C:4]2[CH:5]=[CH:6][C:7]([OH:8])=[C:2]([Cl:1])[CH:3]=2)(=[O:10])=[O:11])=[CH:13][CH:14]=1, predict the reactants needed to synthesize it. The reactants are: [Cl:1][C:2]1[CH:3]=[C:4]([S:9]([C:12]2[CH:17]=[CH:16][C:15]([CH2:18][CH2:19][NH:20]C(=O)C(F)(F)F)=[CH:14][CH:13]=2)(=[O:11])=[O:10])[CH:5]=[CH:6][C:7]=1[OH:8].[OH-].[Na+].Cl. (4) Given the product [C:16]([O:20][C:21](=[O:33])[NH:22][C@H:23]([CH2:26][C:27]1[CH:28]=[N:29][CH:30]=[CH:31][CH:32]=1)[CH2:24][N:13]1[CH2:14][CH2:15][CH:10]([C:8](=[O:9])[C:5]2[CH:6]=[CH:7][C:2]([F:1])=[CH:3][CH:4]=2)[CH2:11][CH2:12]1)([CH3:17])([CH3:18])[CH3:19], predict the reactants needed to synthesize it. The reactants are: [F:1][C:2]1[CH:7]=[CH:6][C:5]([C:8]([CH:10]2[CH2:15][CH2:14][NH:13][CH2:12][CH2:11]2)=[O:9])=[CH:4][CH:3]=1.[C:16]([O:20][C:21](=[O:33])[NH:22][C@H:23]([CH2:26][C:27]1[CH:28]=[N:29][CH:30]=[CH:31][CH:32]=1)[CH2:24]Br)([CH3:19])([CH3:18])[CH3:17].N12CCCN=C1CCCCC2.C(OC(=O)C)C. (5) Given the product [OH:26][CH2:25][CH2:24][N:23]([CH2:27][CH2:28][OH:29])[C:18]1[C:6]([S:3]([CH2:1][CH3:2])(=[O:5])=[O:4])=[CH:7][C:8]([N+:20]([O-:22])=[O:21])=[C:9]([CH:17]=1)[C:10]([O:12][C:13]([CH3:16])([CH3:15])[CH3:14])=[O:11], predict the reactants needed to synthesize it. The reactants are: [CH2:1]([S:3]([C:6]1[C:18](F)=[CH:17][C:9]([C:10]([O:12][C:13]([CH3:16])([CH3:15])[CH3:14])=[O:11])=[C:8]([N+:20]([O-:22])=[O:21])[CH:7]=1)(=[O:5])=[O:4])[CH3:2].[NH:23]([CH2:27][CH2:28][OH:29])[CH2:24][CH2:25][OH:26].